The task is: Predict the reaction yield, written as a fraction of the theoretical maximum amount of product (1.0 means a 100% yield; for example, 0.34 means a 34% yield).. This data is from Reaction yield outcomes from USPTO patents with 853,638 reactions. (1) The catalyst is C(O)=O. The product is [Cl:1][C:2]1[CH:9]=[C:8]([OH:10])[CH:7]=[C:6]([F:11])[C:3]=1[C:4]#[N:13]. The yield is 0.560. The reactants are [Cl:1][C:2]1[CH:9]=[C:8]([OH:10])[CH:7]=[C:6]([F:11])[C:3]=1[CH:4]=O.Cl.[NH2:13]O.C([O-])=O.[Na+]. (2) The reactants are [F:1][C:2]1[CH:30]=[CH:29][C:28]([F:31])=[CH:27][C:3]=1[O:4][C:5]1[CH:10]=[CH:9][C:8]([C:11]2[C:19]3[C:14](=[N:15][CH:16]=[N:17][C:18]=3[NH2:20])[N:13]([C@@H:21]3[CH2:26][CH2:25][CH2:24][NH:23][CH2:22]3)[N:12]=2)=[CH:7][CH:6]=1.CN(C(ON1N=NC2C=CC=NC1=2)=[N+](C)C)C.F[P-](F)(F)(F)(F)F.C(N(CC)CC)C.[C:63]([CH2:65][C:66](O)=[O:67])#[N:64]. The catalyst is ClCCl. The product is [NH2:20][C:18]1[N:17]=[CH:16][N:15]=[C:14]2[N:13]([C@@H:21]3[CH2:26][CH2:25][CH2:24][N:23]([C:66](=[O:67])[CH2:65][C:63]#[N:64])[CH2:22]3)[N:12]=[C:11]([C:8]3[CH:7]=[CH:6][C:5]([O:4][C:3]4[CH:27]=[C:28]([F:31])[CH:29]=[CH:30][C:2]=4[F:1])=[CH:10][CH:9]=3)[C:19]=12. The yield is 0.580.